This data is from Forward reaction prediction with 1.9M reactions from USPTO patents (1976-2016). The task is: Predict the product of the given reaction. (1) Given the reactants C1(C)C=CC=CC=1P(C1C=CC=CC=1C)C1C=CC=CC=1C.[C:23]1([N:29]2[C:33]3[CH:34]=[CH:35][CH:36]=[CH:37][C:32]=3[N:31]=[C:30]2[C:38]2[CH:43]=[CH:42][C:41](Br)=[CH:40][CH:39]=2)[CH:28]=[CH:27][CH:26]=[CH:25][CH:24]=1.[CH:45]1[C:62]2[C:61]3[C:60]4[CH:59]=[CH:58][CH:57]=[CH:56][C:55]=4[CH:54]=[CH:53][C:52]=3[CH:51]=[C:50](B(O)O)[C:49]=2[CH:48]=[CH:47][CH:46]=1.P([O-])([O-])([O-])=O.[K+].[K+].[K+], predict the reaction product. The product is: [C:23]1([N:29]2[C:33]3[CH:34]=[CH:35][CH:36]=[CH:37][C:32]=3[N:31]=[C:30]2[C:38]2[CH:43]=[C:42]([C:48]3[C:49]4[CH:50]=[CH:51][C:52]5[CH:53]=[CH:54][C:55]6[CH:56]=[CH:57][CH:58]=[CH:59][C:60]=6[C:61]=5[C:62]=4[CH:45]=[CH:46][CH:47]=3)[CH:41]=[CH:40][CH:39]=2)[CH:28]=[CH:27][CH:26]=[CH:25][CH:24]=1. (2) Given the reactants [Cl:1][C:2](Cl)([O:4]C(=O)OC(Cl)(Cl)Cl)Cl.N1C=CC=CC=1.[C:19]1([CH2:25][CH2:26][CH2:27][OH:28])[CH:24]=[CH:23][CH:22]=[CH:21][CH:20]=1, predict the reaction product. The product is: [C:19]1([CH2:25][CH2:26][CH2:27][O:28][C:2]([Cl:1])=[O:4])[CH:24]=[CH:23][CH:22]=[CH:21][CH:20]=1. (3) Given the reactants Br[C:2]1[CH:16]=[CH:15][C:5]2[C:6]([C:9]3[CH:14]=[CH:13][CH:12]=[CH:11][CH:10]=3)=[CH:7][S:8][C:4]=2[CH:3]=1.[Cu](C#N)[C:18]#[N:19], predict the reaction product. The product is: [C:18]([C:2]1[CH:16]=[CH:15][C:5]2[C:6]([C:9]3[CH:14]=[CH:13][CH:12]=[CH:11][CH:10]=3)=[CH:7][S:8][C:4]=2[CH:3]=1)#[N:19].